This data is from Full USPTO retrosynthesis dataset with 1.9M reactions from patents (1976-2016). The task is: Predict the reactants needed to synthesize the given product. (1) Given the product [N+:1]([C:4]1[CH:5]=[C:6]([CH2:7][CH:8]=[O:9])[CH:10]=[CH:11][CH:12]=1)([O-:3])=[O:2], predict the reactants needed to synthesize it. The reactants are: [N+:1]([C:4]1[CH:5]=[C:6]([CH:10]=[CH:11][CH:12]=1)[CH2:7][CH2:8][OH:9])([O-:3])=[O:2].CC(OI1(OC(C)=O)(OC(C)=O)OC(=O)C2C=CC=CC1=2)=O.CCCCCC.C(OCC)(=O)C.S([O-])([O-])=O.[Na+].[Na+]. (2) Given the product [P:1]([OH:3])([OH:11])([O:19][C:20]1[C:29]2[C:24](=[CH:25][C:26]3[O:32][CH2:31][O:30][C:27]=3[CH:28]=2)[N:23]=[C:22]([C:33]2[C:42]3[C:37](=[CH:38][CH:39]=[CH:40][CH:41]=3)[CH:36]=[CH:35][CH:34]=2)[CH:21]=1)=[O:2], predict the reactants needed to synthesize it. The reactants are: [P:1]([O:19][C:20]1[C:29]2[C:24](=[CH:25][C:26]3[O:32][CH2:31][O:30][C:27]=3[CH:28]=2)[N:23]=[C:22]([C:33]2[C:42]3[C:37](=[CH:38][CH:39]=[CH:40][CH:41]=3)[CH:36]=[CH:35][CH:34]=2)[CH:21]=1)([O:11]CC1C=CC=CC=1)([O:3]CC1C=CC=CC=1)=[O:2]. (3) The reactants are: [Cl:1][C:2]1[C:15]2[C:6](=[N:7][C:8]([NH2:16])=[C:9]3[C:14]=2[CH:13]=[CH:12][CH:11]=[CH:10]3)[CH:5]=[CH:4][CH:3]=1.Cl[CH2:18][CH:19]=O.C(=O)(O)[O-].[Na+]. Given the product [Cl:1][C:2]1[C:15]2[C:14]3[CH:13]=[CH:12][CH:11]=[CH:10][C:9]=3[C:8]3=[N:16][CH:18]=[CH:19][N:7]3[C:6]=2[CH:5]=[CH:4][CH:3]=1, predict the reactants needed to synthesize it. (4) The reactants are: [NH2:1][CH2:2][C@@H:3]([OH:20])[CH2:4][N:5]1[C:11]2[CH:12]=[CH:13][CH:14]=[CH:15][C:10]=2[CH2:9][CH2:8][C:7]2[CH:16]=[CH:17][CH:18]=[CH:19][C:6]1=2.C(N(CC)CC)C.[F:28][C:29]([F:42])([F:41])[O:30][C:31]1[CH:36]=[CH:35][C:34]([S:37](Cl)(=[O:39])=[O:38])=[CH:33][CH:32]=1.[Na+].[Cl-]. Given the product [CH:15]1[C:10]2[CH2:9][CH2:8][C:7]3[CH:16]=[CH:17][CH:18]=[CH:19][C:6]=3[N:5]([CH2:4][C@H:3]([OH:20])[CH2:2][NH:1][S:37]([C:34]3[CH:33]=[CH:32][C:31]([O:30][C:29]([F:28])([F:41])[F:42])=[CH:36][CH:35]=3)(=[O:39])=[O:38])[C:11]=2[CH:12]=[CH:13][CH:14]=1, predict the reactants needed to synthesize it. (5) Given the product [ClH:1].[Cl:1][C:2]1[C:24]([C:25]([F:26])([F:27])[F:28])=[CH:23][C:5]2[N:6]([CH:10]3[CH2:15][CH2:14][NH:13][CH2:12][CH2:11]3)[C:7](=[O:9])[NH:8][C:4]=2[CH:3]=1.[ClH:29], predict the reactants needed to synthesize it. The reactants are: [Cl:1][C:2]1[C:24]([C:25]([F:28])([F:27])[F:26])=[CH:23][C:5]2[N:6]([CH:10]3[CH2:15][CH2:14][N:13](C(OC(C)(C)C)=O)[CH2:12][CH2:11]3)[C:7](=[O:9])[NH:8][C:4]=2[CH:3]=1.[ClH:29]. (6) Given the product [N:1]1([CH2:8][CH2:9][O:10][C:11]2[CH:38]=[CH:37][C:14]([C:15]([C:17]3[C:26]4[C:21](=[CH:22][C:23]([O:27][CH3:28])=[CH:24][CH:25]=4)[CH:20]=[CH:19][C:18]=3[C:41]3[CH:42]=[CH:43][CH:44]=[CH:45][C:40]=3[F:39])=[O:16])=[CH:13][CH:12]=2)[CH2:7][CH2:6][CH2:5][CH2:4][CH2:3][CH2:2]1, predict the reactants needed to synthesize it. The reactants are: [N:1]1([CH2:8][CH2:9][O:10][C:11]2[CH:38]=[CH:37][C:14]([C:15]([C:17]3[C:26]4[C:21](=[CH:22][C:23]([O:27][CH3:28])=[CH:24][CH:25]=4)[CH:20]=[CH:19][C:18]=3OS(C(F)(F)F)(=O)=O)=[O:16])=[CH:13][CH:12]=2)[CH2:7][CH2:6][CH2:5][CH2:4][CH2:3][CH2:2]1.[F:39][C:40]1[CH:45]=[CH:44][CH:43]=[CH:42][C:41]=1B(O)O.[F-].[Cs+].